Task: Regression. Given two drug SMILES strings and cell line genomic features, predict the synergy score measuring deviation from expected non-interaction effect.. Dataset: Merck oncology drug combination screen with 23,052 pairs across 39 cell lines (1) Drug 1: O=P1(N(CCCl)CCCl)NCCCO1. Drug 2: Cc1nc(Nc2ncc(C(=O)Nc3c(C)cccc3Cl)s2)cc(N2CCN(CCO)CC2)n1. Cell line: HT29. Synergy scores: synergy=14.4. (2) Drug 1: NC1(c2ccc(-c3nc4ccn5c(=O)[nH]nc5c4cc3-c3ccccc3)cc2)CCC1. Drug 2: C#Cc1cccc(Nc2ncnc3cc(OCCOC)c(OCCOC)cc23)c1. Cell line: A375. Synergy scores: synergy=15.7.